From a dataset of Forward reaction prediction with 1.9M reactions from USPTO patents (1976-2016). Predict the product of the given reaction. (1) Given the reactants [Cl:1][C:2]1[CH:7]=[CH:6][C:5](B(O)O)=[CH:4][C:3]=1[N+:11]([O-:13])=[O:12].C([O-])(O)=O.[Na+].Br[C:20]1[CH:25]=[CH:24][CH:23]=[CH:22][N:21]=1, predict the reaction product. The product is: [Cl:1][C:2]1[CH:7]=[CH:6][C:5]([C:20]2[CH:25]=[CH:24][CH:23]=[CH:22][N:21]=2)=[CH:4][C:3]=1[N+:11]([O-:13])=[O:12]. (2) Given the reactants [CH2:1]([NH:3][C:4]1[CH:9]=[CH:8][CH:7]=[CH:6][C:5]=1[N+:10]([O-])=O)[CH3:2].C([O-])=O.[NH4+], predict the reaction product. The product is: [CH2:1]([NH:3][C:4]1[C:5]([NH2:10])=[CH:6][CH:7]=[CH:8][CH:9]=1)[CH3:2].